From a dataset of Peptide-MHC class II binding affinity with 134,281 pairs from IEDB. Regression. Given a peptide amino acid sequence and an MHC pseudo amino acid sequence, predict their binding affinity value. This is MHC class II binding data. (1) The peptide sequence is VGTMVMELIRMIKRG. The MHC is DRB1_1101 with pseudo-sequence DRB1_1101. The binding affinity (normalized) is 0.680. (2) The peptide sequence is AAATAGTTVYGAFQA. The MHC is HLA-DPA10103-DPB10601 with pseudo-sequence HLA-DPA10103-DPB10601. The binding affinity (normalized) is 0. (3) The peptide sequence is SPKGISRMSMAMGTM. The MHC is DRB1_0901 with pseudo-sequence DRB1_0901. The binding affinity (normalized) is 0.580. (4) The peptide sequence is NMEVRGGMVAPLYGV. The MHC is DRB3_0301 with pseudo-sequence DRB3_0301. The binding affinity (normalized) is 0.770. (5) The peptide sequence is SCDDWLGGSVAEDID. The MHC is DRB1_0101 with pseudo-sequence DRB1_0101. The binding affinity (normalized) is 0.0672. (6) The peptide sequence is FLDPASIAARGWAAH. The MHC is DRB1_0901 with pseudo-sequence DRB1_0901. The binding affinity (normalized) is 0.391.